This data is from Peptide-MHC class II binding affinity with 134,281 pairs from IEDB. The task is: Regression. Given a peptide amino acid sequence and an MHC pseudo amino acid sequence, predict their binding affinity value. This is MHC class II binding data. (1) The binding affinity (normalized) is 0.599. The MHC is DRB3_0101 with pseudo-sequence DRB3_0101. The peptide sequence is FCVKVLAPYMPDVLE. (2) The peptide sequence is MDCIIFESASKARLP. The MHC is DRB1_0901 with pseudo-sequence DRB1_0901. The binding affinity (normalized) is 0.689. (3) The binding affinity (normalized) is 0.0576. The peptide sequence is ATAANAAPANDKFTV. The MHC is DRB1_0701 with pseudo-sequence DRB1_0701. (4) The peptide sequence is AFKKAATAANAAPAN. The MHC is HLA-DPA10201-DPB11401 with pseudo-sequence HLA-DPA10201-DPB11401. The binding affinity (normalized) is 0.745. (5) The peptide sequence is RVYCDPCRAGFETNV. The MHC is DRB1_0101 with pseudo-sequence DRB1_0101. The binding affinity (normalized) is 0.105. (6) The peptide sequence is EHKYFAATQFEPLAA. The MHC is HLA-DQA10501-DQB10301 with pseudo-sequence HLA-DQA10501-DQB10301. The binding affinity (normalized) is 0.188. (7) The peptide sequence is KSSKPLVGPFNFRFM. The MHC is HLA-DQA10102-DQB10602 with pseudo-sequence HLA-DQA10102-DQB10602. The binding affinity (normalized) is 0.201.